This data is from TCR-epitope binding with 47,182 pairs between 192 epitopes and 23,139 TCRs. The task is: Binary Classification. Given a T-cell receptor sequence (or CDR3 region) and an epitope sequence, predict whether binding occurs between them. (1) The epitope is TEKSNIIRGW. The TCR CDR3 sequence is CASSQGGGGFEQYF. Result: 0 (the TCR does not bind to the epitope). (2) The epitope is TLIGDCATV. The TCR CDR3 sequence is CASSSLAGGTDTQYF. Result: 1 (the TCR binds to the epitope). (3) The epitope is TSNQVAVLY. The TCR CDR3 sequence is CSARDRGVGYEQYF. Result: 0 (the TCR does not bind to the epitope). (4) The epitope is ALSKGVHFV. The TCR CDR3 sequence is CASSQSSIYEQYF. Result: 1 (the TCR binds to the epitope). (5) The epitope is FRYMNSQGL. The TCR CDR3 sequence is CSARDQVRANYGYTF. Result: 0 (the TCR does not bind to the epitope).